From a dataset of Forward reaction prediction with 1.9M reactions from USPTO patents (1976-2016). Predict the product of the given reaction. (1) Given the reactants [CH3:1][C:2]1[CH:3]=[C:4]([NH2:8])[CH:5]=[N:6][CH:7]=1.C(N(CC)CC)C.Cl[S:17]([C:20]1[CH:29]=[CH:28][CH:27]=[CH:26][C:21]=1[C:22]([O:24][CH3:25])=[O:23])(=[O:19])=[O:18], predict the reaction product. The product is: [CH3:1][C:2]1[CH:3]=[C:4]([NH:8][S:17]([C:20]2[CH:29]=[CH:28][CH:27]=[CH:26][C:21]=2[C:22]([O:24][CH3:25])=[O:23])(=[O:19])=[O:18])[CH:5]=[N:6][CH:7]=1. (2) Given the reactants [CH3:1][C:2]1[O:6][C:5]([CH2:7][CH2:8][CH2:9][CH:10]2[CH2:15][CH2:14][N:13](C(OC(C)(C)C)=O)[CH2:12][CH2:11]2)=[N:4][N:3]=1.C(O)(C(F)(F)F)=O, predict the reaction product. The product is: [CH3:1][C:2]1[O:6][C:5]([CH2:7][CH2:8][CH2:9][CH:10]2[CH2:11][CH2:12][NH:13][CH2:14][CH2:15]2)=[N:4][N:3]=1. (3) Given the reactants Br[C:2]1[CH:3]=[C:4]([CH3:10])[C:5]([O:8][CH3:9])=[N:6][CH:7]=1.[C:11]([Cu])#[N:12], predict the reaction product. The product is: [C:11]([C:2]1[CH:3]=[C:4]([CH3:10])[C:5]([O:8][CH3:9])=[N:6][CH:7]=1)#[N:12]. (4) Given the reactants C([O:3][C:4]([C:6]1[C:7]([S:17][CH3:18])=[N:8][C:9]2[C:14]([C:15]=1[OH:16])=[CH:13][CH:12]=[CH:11][CH:10]=2)=[O:5])C.Cl, predict the reaction product. The product is: [CH3:18][S:17][C:7]1[NH:8][C:9]2[C:14]([C:15](=[O:16])[C:6]=1[C:4]([OH:5])=[O:3])=[CH:13][CH:12]=[CH:11][CH:10]=2. (5) Given the reactants [Cl:1][C:2]1[C:3]([CH3:37])=[N:4][O:5][C:6]=1[N:7](COCCOC)[S:8]([C:11]1[C:19]2[C:14](=[N:15][CH:16]=[CH:17][CH:18]=2)[S:13][C:12]=1[CH2:20][C:21]1[CH:26]=[C:25]2[O:27][CH2:28][O:29][C:24]2=[CH:23][C:22]=1[CH3:30])(=[O:10])=[O:9].Cl, predict the reaction product. The product is: [Cl:1][C:2]1[C:3]([CH3:37])=[N:4][O:5][C:6]=1[NH:7][S:8]([C:11]1[C:19]2[C:14](=[N:15][CH:16]=[CH:17][CH:18]=2)[S:13][C:12]=1[CH2:20][C:21]1[CH:26]=[C:25]2[O:27][CH2:28][O:29][C:24]2=[CH:23][C:22]=1[CH3:30])(=[O:9])=[O:10]. (6) Given the reactants [Br:1][C:2]1[CH:3]=[C:4]([CH:8]=[CH:9][C:10]=1[C:11]#[N:12])[C:5]([OH:7])=O.[Cl-].[CH3:14][C:15]1[CH:16]=[C:17]([CH:38]=[CH:39][C:40]=1[O:41][CH3:42])[CH2:18][P+](C1C=CC=CC=1)(C1C=CC=CC=1)C1C=CC=CC=1.C([Li])CCC.[O-:48]S([O-])(=O)=O.[Mg+2].[O-][Mn](=O)(=O)=O.[K+], predict the reaction product. The product is: [Br:1][C:2]1[CH:3]=[C:4]([C:5](=[O:7])[C:18]([C:17]2[CH:38]=[CH:39][C:40]([O:41][CH3:42])=[C:15]([CH3:14])[CH:16]=2)=[O:48])[CH:8]=[CH:9][C:10]=1[C:11]#[N:12]. (7) Given the reactants O.C(O)(=O)C1NC(=O)NC(=O)C=1.[Cl:13][C:14]1[CH:15]=[CH:16][C:17]2[CH2:23][CH2:22][NH:21][CH2:20][C@H:19]([CH3:24])[C:18]=2[CH:25]=1, predict the reaction product. The product is: [Cl:13][C:14]1[CH:15]=[CH:16][C:17]2[CH2:23][CH2:22][NH:21][CH2:20][C@H:19]([CH3:24])[C:18]=2[CH:25]=1.